From a dataset of Forward reaction prediction with 1.9M reactions from USPTO patents (1976-2016). Predict the product of the given reaction. Given the reactants [Li+].CC([N-]C(C)C)C.[CH2:9]([O:16][CH2:17][CH2:18][C:19](=[O:21])[CH3:20])[C:10]1[CH:15]=[CH:14][CH:13]=[CH:12][CH:11]=1.[CH3:22][Si:23](Cl)([CH3:25])[CH3:24], predict the reaction product. The product is: [CH2:9]([O:16][CH2:17][CH2:18][C:19]([O:21][Si:23]([CH3:25])([CH3:24])[CH3:22])=[CH2:20])[C:10]1[CH:15]=[CH:14][CH:13]=[CH:12][CH:11]=1.